From a dataset of Full USPTO retrosynthesis dataset with 1.9M reactions from patents (1976-2016). Predict the reactants needed to synthesize the given product. (1) Given the product [F:1][C:2]1[CH:3]=[CH:4][C:5]([N:8]2[CH2:9][C:10]3([CH2:13][NH:12][CH2:11]3)[CH2:21]2)=[CH:6][CH:7]=1, predict the reactants needed to synthesize it. The reactants are: [F:1][C:2]1[CH:7]=[CH:6][C:5]([N:8]2[CH2:21][C:10]3([CH2:13][N:12](C(OC(C)(C)C)=O)[CH2:11]3)[CH2:9]2)=[CH:4][CH:3]=1.FC(F)(F)C(O)=O.C(=O)([O-])O.[Na+]. (2) Given the product [C:1]([N:9]1[CH2:22][CH2:21][C:20]2[C:19]3[CH:18]=[C:17]([C:31]4[CH:32]=[CH:33][C:28]([O:27][CH3:26])=[CH:29][C:30]=4[CH3:58])[CH:16]=[CH:15][C:14]=3[NH:13][C:12]=2[CH2:11][CH2:10]1)(=[O:8])[C:2]1[CH:7]=[CH:6][CH:5]=[CH:4][CH:3]=1, predict the reactants needed to synthesize it. The reactants are: [C:1]([N:9]1[CH2:22][CH2:21][C:20]2[C:19]3[CH:18]=[C:17](Br)[CH:16]=[CH:15][C:14]=3[NH:13][C:12]=2[CH2:11][CH2:10]1)(=[O:8])[C:2]1[CH:7]=[CH:6][CH:5]=[CH:4][CH:3]=1.N#N.[CH3:26][O:27][C:28]1[CH:33]=[CH:32][C:31](B2OB([C:31]3[CH:32]=[CH:33][C:28]([O:27][CH3:26])=[CH:29][C:30]=3[CH3:58])OB([C:31]3[CH:32]=[CH:33][C:28]([O:27][CH3:26])=[CH:29][C:30]=3[CH3:58])O2)=[C:30]([CH3:58])[CH:29]=1.C([O-])([O-])=O.[Na+].[Na+]. (3) The reactants are: [CH3:1][CH:2]([CH3:59])[C@H:3]([NH:54][C:55](=[O:58])[O:56][CH3:57])[C:4]([N:6]1[CH2:10][CH2:9][CH2:8][C@H:7]1[C:11]1[NH:12][CH:13]=[C:14]([C:16]2[CH:21]=[CH:20][C:19]([C:22]3[CH:27]=[CH:26][C:25]([C:28]4[N:29]=[C:30]([CH:33]5[CH2:37][C:36]6([CH2:42][CH2:41][NH:40][CH2:39][CH2:38]6)[CH2:35][N:34]5[C:43](=[O:53])[C@@H:44]([NH:48][C:49]([O:51][CH3:52])=[O:50])[CH:45]([CH3:47])[CH3:46])[NH:31][CH:32]=4)=[CH:24][CH:23]=3)=[CH:18][CH:17]=2)[N:15]=1)=[O:5].C(N(CC)CC)C.[C:67](Cl)(=[O:69])C.[C:71](=O)([O-])[O-:72].[K+].[K+]. Given the product [CH3:52][O:51][C:49]([NH:48][C@H:44]([C:43]([N:34]1[CH:33]([C:30]2[NH:31][CH:32]=[C:28]([C:25]3[CH:24]=[CH:23][C:22]([C:19]4[CH:20]=[CH:21][C:16]([C:14]5[N:15]=[C:11]([C@@H:7]6[CH2:8][CH2:9][CH2:10][N:6]6[C:4](=[O:5])[C@H:3]([CH:2]([CH3:59])[CH3:1])[NH:54][C:55]([O:56][CH3:57])=[O:58])[NH:12][CH:13]=5)=[CH:17][CH:18]=4)=[CH:27][CH:26]=3)[N:29]=2)[CH2:37][C:36]2([CH2:38][CH2:39][N:40]([C:71]([O:69][CH3:67])=[O:72])[CH2:41][CH2:42]2)[CH2:35]1)=[O:53])[CH:45]([CH3:46])[CH3:47])=[O:50], predict the reactants needed to synthesize it. (4) Given the product [Cl:28][C:22]1[C:23]([Cl:27])=[CH:24][CH:25]=[CH:26][C:21]=1[N:20]1[CH:19]=[N:18][N:17]=[C:16]1[NH:15][CH2:14][C:13]1[C:8]([N:1]2[CH2:7][CH2:6][CH2:5][N:4]([CH2:36][C:37]([NH2:39])=[O:38])[CH2:3][CH2:2]2)=[N:9][CH:10]=[CH:11][CH:12]=1, predict the reactants needed to synthesize it. The reactants are: [N:1]1([C:8]2[C:13]([CH2:14][NH:15][C:16]3[N:20]([C:21]4[CH:26]=[CH:25][CH:24]=[C:23]([Cl:27])[C:22]=4[Cl:28])[CH:19]=[N:18][N:17]=3)=[CH:12][CH:11]=[CH:10][N:9]=2)[CH2:7][CH2:6][CH2:5][NH:4][CH2:3][CH2:2]1.C(=O)([O-])[O-].[K+].[K+].Br[CH2:36][C:37]([NH2:39])=[O:38].